The task is: Predict the product of the given reaction.. This data is from Forward reaction prediction with 1.9M reactions from USPTO patents (1976-2016). (1) Given the reactants C([O:3][C:4](=[O:19])[CH:5]([O:16][CH2:17][CH3:18])[CH2:6][C:7]1[CH:8]=[C:9]2[C:13](=[CH:14][CH:15]=1)[NH:12][CH:11]=[CH:10]2)C.Cl[CH2:21][C:22]1[N:23]=[C:24]([C:28]2[CH:33]=[C:32]([O:34][CH3:35])[CH:31]=[C:30]([O:36][CH3:37])[CH:29]=2)[O:25][C:26]=1[CH3:27], predict the reaction product. The product is: [CH3:37][O:36][C:30]1[CH:29]=[C:28]([C:24]2[O:25][C:26]([CH3:27])=[C:22]([CH2:21][N:12]3[C:13]4[C:9](=[CH:8][C:7]([CH2:6][CH:5]([O:16][CH2:17][CH3:18])[C:4]([OH:3])=[O:19])=[CH:15][CH:14]=4)[CH:10]=[CH:11]3)[N:23]=2)[CH:33]=[C:32]([O:34][CH3:35])[CH:31]=1. (2) Given the reactants [H-].[Al+3].[Li+].[H-].[H-].[H-].C([O:9][C:10](=O)[C:11]1[CH:16]=[CH:15][C:14]([C:17]2[NH:34][C:20]3[N:21]=[CH:22][N:23]=[C:24]([NH:25][CH2:26][C:27]4[CH:32]=[CH:31][CH:30]=[C:29]([Cl:33])[CH:28]=4)[C:19]=3[CH:18]=2)=[CH:13][CH:12]=1)C.C1COCC1.O.[OH-].[Na+], predict the reaction product. The product is: [Cl:33][C:29]1[CH:28]=[C:27]([CH:32]=[CH:31][CH:30]=1)[CH2:26][NH:25][C:24]1[C:19]2[CH:18]=[C:17]([C:14]3[CH:13]=[CH:12][C:11]([CH2:10][OH:9])=[CH:16][CH:15]=3)[NH:34][C:20]=2[N:21]=[CH:22][N:23]=1. (3) Given the reactants [NH2:1][C:2]1[CH:11]=[CH:10][C:5]([C:6]([O:8][CH3:9])=[O:7])=[CH:4][CH:3]=1.[I:12]N1C(=O)CCC1=O, predict the reaction product. The product is: [NH2:1][C:2]1[CH:3]=[CH:4][C:5]([C:6]([O:8][CH3:9])=[O:7])=[CH:10][C:11]=1[I:12].